This data is from Full USPTO retrosynthesis dataset with 1.9M reactions from patents (1976-2016). The task is: Predict the reactants needed to synthesize the given product. (1) Given the product [Cl:1][C:2]1[C:7]([CH2:8][C:9]2[N:14]=[C:13]3[N:12]([C:15]([NH:28][CH2:29][C:30]4[CH:35]=[CH:34][C:33]([O:36][CH3:37])=[CH:32][C:31]=4[O:38][CH3:39])=[N:16][C:17]4[C:22]3=[CH:21][CH:20]=[C:19]3[O:23][C:24]([F:27])([F:26])[O:25][C:18]=43)[N:11]=2)=[CH:6][CH:5]=[CH:4][N:3]=1, predict the reactants needed to synthesize it. The reactants are: [Cl:1][C:2]1[C:7]([CH2:8][C:9]([NH:11][NH:12][C:13]2[C:22]3[CH:21]=[CH:20][C:19]4[O:23][C:24]([F:27])([F:26])[O:25][C:18]=4[C:17]=3[N:16]=[C:15]([NH:28][CH2:29][C:30]3[CH:35]=[CH:34][C:33]([O:36][CH3:37])=[CH:32][C:31]=3[O:38][CH3:39])[N:14]=2)=O)=[CH:6][CH:5]=[CH:4][N:3]=1.C/C(/O[Si](C)(C)C)=N\[Si](C)(C)C. (2) Given the product [CH3:2][O:3][C:4]([C:6]1[S:10][C:9]2[CH:11]=[C:12]([F:15])[CH:13]=[CH:14][C:8]=2[C:7]=1[CH:16]1[CH2:21][CH2:20][N:19]([CH2:54][CH2:53][CH2:52][N:39]2[C:36]3[CH2:37][CH2:38][N:33]([S:30]([CH3:29])(=[O:32])=[O:31])[CH2:34][C:35]=3[C:41]([C:42]3[CH:47]=[CH:46][C:45]([C:48]([F:50])([F:49])[F:51])=[CH:44][CH:43]=3)=[N:40]2)[CH2:18][CH2:17]1)=[O:5], predict the reactants needed to synthesize it. The reactants are: Cl.[CH3:2][O:3][C:4]([C:6]1[S:10][C:9]2[CH:11]=[C:12]([F:15])[CH:13]=[CH:14][C:8]=2[C:7]=1[CH:16]1[CH2:21][CH2:20][NH:19][CH2:18][CH2:17]1)=[O:5].C(N(CC)CC)C.[CH3:29][S:30]([N:33]1[CH2:38][CH2:37][C:36]2[N:39]([CH2:52][CH2:53][CH:54]=O)[N:40]=[C:41]([C:42]3[CH:47]=[CH:46][C:45]([C:48]([F:51])([F:50])[F:49])=[CH:44][CH:43]=3)[C:35]=2[CH2:34]1)(=[O:32])=[O:31].C([O-])(O)=O.[Na+].C(O[BH-](OC(=O)C)OC(=O)C)(=O)C.[Na+]. (3) Given the product [CH2:1]([O:3][C:4]1[C:12]([F:13])=[CH:11][CH:10]=[C:9]2[C:5]=1[C:6]([CH2:15][C:16]([OH:18])=[O:17])=[CH:7][N:8]2[CH3:14])[CH3:2], predict the reactants needed to synthesize it. The reactants are: [CH2:1]([O:3][C:4]1[C:12]([F:13])=[CH:11][CH:10]=[C:9]2[C:5]=1[C:6]([CH2:15][C:16]([O:18]C)=[O:17])=[CH:7][N:8]2[CH3:14])[CH3:2].[OH-].[Na+].Cl. (4) Given the product [OH:2][C:1]1[CH:3]=[C:4]([OH:5])[CH:6]=[CH:7][C:8]=1[C:9](=[O:13])[CH:10]([CH3:12])[CH3:11], predict the reactants needed to synthesize it. The reactants are: [C:1]1([CH:8]=[CH:7][CH:6]=[C:4]([OH:5])[CH:3]=1)[OH:2].[C:9](O)(=[O:13])[CH:10]([CH3:12])[CH3:11].B(F)(F)F. (5) Given the product [C:51]([Si:48]([CH3:50])([CH3:49])[O:47][C:41]1[CH:40]=[CH:39][C:38]([C:33]2[CH2:34][O:35][C:36]3[C:31]([C:32]=2[C:45]([OH:46])([C:2]2[CH:16]=[CH:15][C:5]([O:6][CH2:7][CH2:8][N:9]4[CH2:14][CH2:13][CH2:12][CH2:11][CH2:10]4)=[CH:4][CH:3]=2)[CH3:17])=[CH:30][CH:29]=[C:28]([O:27][Si:26]([C:22]([CH3:23])([CH3:25])[CH3:24])([CH3:55])[CH3:56])[CH:37]=3)=[C:43]([OH:44])[CH:42]=1)([CH3:54])([CH3:52])[CH3:53], predict the reactants needed to synthesize it. The reactants are: Br[C:2]1[CH:16]=[CH:15][C:5]([O:6][CH2:7][CH2:8][N:9]2[CH2:14][CH2:13][CH2:12][CH2:11][CH2:10]2)=[CH:4][CH:3]=1.[CH2:17]([Li])CCC.[C:22]([Si:26]([CH3:56])([CH3:55])[O:27][C:28]1[CH:29]=[CH:30][C:31]2[C:32]3[C:45](=[O:46])[O:44][C:43]4[CH:42]=[C:41]([O:47][Si:48]([C:51]([CH3:54])([CH3:53])[CH3:52])([CH3:50])[CH3:49])[CH:40]=[CH:39][C:38]=4[C:33]=3[CH2:34][O:35][C:36]=2[CH:37]=1)([CH3:25])([CH3:24])[CH3:23].C[Mg]Br. (6) Given the product [C:15](=[O:32])([O:24][N:25]1[C:26](=[O:31])[CH2:27][CH:28]([OH:3])[C:29]1=[O:30])[O:16][C:7]1([CH3:6])[CH2:39][CH2:38]1, predict the reactants needed to synthesize it. The reactants are: C(OC)(=[O:3])C.[CH3:6][CH2:7][Mg+].[Br-].OS(O)(=O)=O.[C:15](=[O:32])([O:24][N:25]1[C:29](=[O:30])[CH2:28][CH2:27][C:26]1=[O:31])[O:16]N1C(=O)CCC1=O.CCN([CH2:38][CH3:39])CC. (7) Given the product [CH3:39][C:38]([CH3:41])([CH3:40])[C:37]([O:43][CH2:44][O:17][C:16](=[O:18])[C:15]1[CH:19]=[CH:20][CH:21]=[C:13]([CH2:12][CH:11]([NH:10][C:8](=[O:9])[CH2:7][CH2:6][NH:5][S:2]([CH3:1])(=[O:4])=[O:3])[B:24]2[O:32][CH:31]3[C:26]([CH3:36])([CH:27]4[CH2:33][CH:29]([CH2:30]3)[C:28]4([CH3:35])[CH3:34])[O:25]2)[C:14]=1[O:22][CH3:23])=[O:42], predict the reactants needed to synthesize it. The reactants are: [CH3:1][S:2]([NH:5][CH2:6][CH2:7][C:8]([NH:10][CH:11]([B:24]1[O:32][CH:31]2[C:26]([CH3:36])([CH:27]3[CH2:33][CH:29]([CH2:30]2)[C:28]3([CH3:35])[CH3:34])[O:25]1)[CH2:12][C:13]1[C:14]([O:22][CH3:23])=[C:15]([CH:19]=[CH:20][CH:21]=1)[C:16]([OH:18])=[O:17])=[O:9])(=[O:4])=[O:3].[C:37]([O:43][CH2:44]Cl)(=[O:42])[C:38]([CH3:41])([CH3:40])[CH3:39].